This data is from Forward reaction prediction with 1.9M reactions from USPTO patents (1976-2016). The task is: Predict the product of the given reaction. The product is: [NH2:15][C:16]1[C:17]2[C:24]([I:25])=[CH:23][N:22]([C@@H:26]3[CH2:29][C@H:28]([N:37]4[CH2:38][CH2:39][N:34]([C:31](=[O:33])[CH3:32])[CH2:35][CH2:36]4)[CH2:27]3)[C:18]=2[N:19]=[CH:20][N:21]=1. Given the reactants C(O[BH-](OC(=O)C)OC(=O)C)(=O)C.[Na+].[NH2:15][C:16]1[C:17]2[C:24]([I:25])=[CH:23][N:22]([CH:26]3[CH2:29][C:28](=O)[CH2:27]3)[C:18]=2[N:19]=[CH:20][N:21]=1.[C:31]([N:34]1[CH2:39][CH2:38][NH:37][CH2:36][CH2:35]1)(=[O:33])[CH3:32].C(O)(=O)C, predict the reaction product.